Dataset: Reaction yield outcomes from USPTO patents with 853,638 reactions. Task: Predict the reaction yield, written as a fraction of the theoretical maximum amount of product (1.0 means a 100% yield; for example, 0.34 means a 34% yield). (1) The product is [CH3:17][C:16]1([CH3:18])[C:2]2[C:3](=[CH:4][C:5]([N+:8]([O-:10])=[O:9])=[CH:6][CH:7]=2)[N:11]([C:12](=[O:14])[CH3:13])[CH2:15]1. The yield is 0.880. The catalyst is O.[Cl-].C([N+](CC)(CC)CC)C.CN(C=O)C.C([O-])(=O)C.[Pd+2].C([O-])(=O)C. The reactants are Br[C:2]1[CH:7]=[CH:6][C:5]([N+:8]([O-:10])=[O:9])=[CH:4][C:3]=1[N:11]([CH2:15][C:16]([CH3:18])=[CH2:17])[C:12](=[O:14])[CH3:13].C([O-])=O.[Na+].C([O-])(=O)C.[Na+]. (2) The reactants are [C:1]([C:3]1[CH:4]=[CH:5][C:6]2[O:7][CH2:8][CH2:9][C:10]3[CH:16]=[C:15]([C:17]4[C:21]([C:22]5[CH:27]=[CH:26][C:25]([F:28])=[CH:24][C:23]=5[F:29])=[N:20][NH:19][N:18]=4)[S:14][C:11]=3[C:12]=2[N:13]=1)#[N:2].CS(C)=[O:32].C(=O)([O-])[O-].[K+].[K+].O.OO.S(=O)(O)[O-].[Na+]. No catalyst specified. The product is [C:1]([C:3]1[CH:4]=[CH:5][C:6]2[O:7][CH2:8][CH2:9][C:10]3[CH:16]=[C:15]([C:17]4[C:21]([C:22]5[CH:27]=[CH:26][C:25]([F:28])=[CH:24][C:23]=5[F:29])=[N:20][NH:19][N:18]=4)[S:14][C:11]=3[C:12]=2[N:13]=1)(=[O:32])[NH2:2]. The yield is 0.270. (3) The reactants are [Br:1][C:2]1[CH:7]=[CH:6][C:5]([CH:8]([OH:12])[CH2:9][CH2:10]Cl)=[CH:4][CH:3]=1.[NH:13]1[CH:17]=[CH:16][N:15]=[CH:14]1. The catalyst is CN(C)C=O. The product is [Br:1][C:2]1[CH:7]=[CH:6][C:5]([CH:8]([OH:12])[CH2:9][CH2:10][N:13]2[CH:17]=[CH:16][N:15]=[CH:14]2)=[CH:4][CH:3]=1. The yield is 0.440. (4) The reactants are [C:1]([O:5][C:6]([N:8]([CH3:17])[CH2:9][CH2:10][C:11](=[O:16])[C:12]([O:14][CH3:15])=[O:13])=[O:7])([CH3:4])([CH3:3])[CH3:2].[C:18]([Mg]Br)#[CH:19].C1COCC1. The catalyst is O1CCCC1. The product is [C:1]([O:5][C:6]([N:8]([CH3:17])[CH2:9][CH2:10][C:11]([OH:16])([C:18]#[CH:19])[C:12]([O:14][CH3:15])=[O:13])=[O:7])([CH3:2])([CH3:4])[CH3:3]. The yield is 0.740.